This data is from Rat liver microsome stability data. The task is: Regression/Classification. Given a drug SMILES string, predict its absorption, distribution, metabolism, or excretion properties. Task type varies by dataset: regression for continuous measurements (e.g., permeability, clearance, half-life) or binary classification for categorical outcomes (e.g., BBB penetration, CYP inhibition). Dataset: rlm. (1) The molecule is Cc1ccccc1-c1nc(NCc2ccc(-c3cccnc3)cc2)c2ccccc2n1. The result is 1 (stable in rat liver microsomes). (2) The compound is COc1ncccc1-c1cc2[nH]ccc2c(C(=O)NCc2c(C)cc(C)nc2O)n1. The result is 1 (stable in rat liver microsomes). (3) The drug is Cc1ccc(S(=O)(=O)N2CCCc3cc(NS(=O)(=O)c4ccccc4)ccc32)cc1. The result is 1 (stable in rat liver microsomes). (4) The drug is C[C@@H](C#N)NC(=O)c1cccc(-c2cc(-c3ccc(CNC4CCOCC4)cc3)on2)c1. The result is 0 (unstable in rat liver microsomes). (5) The drug is N#CC1CN(C(=O)c2ccc(-c3cccc4nc(NC(=O)C5CC5)nn34)cc2)C1. The result is 0 (unstable in rat liver microsomes). (6) The drug is O=C(N[C@@H](Cc1c[nH]c2ccc(O)cc12)C(=O)Nc1ccncc1)C1CCCCC1. The result is 1 (stable in rat liver microsomes). (7) The drug is CN1CCC(c2cccc(Nc3nc4c(-c5ccc(S(C)(=O)=O)cc5)cccn4n3)c2)CC1. The result is 0 (unstable in rat liver microsomes).